This data is from Choline transporter screen with 302,306 compounds. The task is: Binary Classification. Given a drug SMILES string, predict its activity (active/inactive) in a high-throughput screening assay against a specified biological target. (1) The molecule is O1C2(OCc3c(CC2)cccc3)C(O)C(O)CC1CCO. The result is 0 (inactive). (2) The drug is O=C1NCCN(C1CC(=O)NCCc1nccnc1)C\C=C\c1c(OC)cccc1. The result is 0 (inactive). (3) The molecule is Clc1cc(CN2C(=O)C3C(CC2)C=CCC3C(=O)NCc2cccnc2)ccc1Cl. The result is 0 (inactive).